From a dataset of Reaction yield outcomes from USPTO patents with 853,638 reactions. Predict the reaction yield, written as a fraction of the theoretical maximum amount of product (1.0 means a 100% yield; for example, 0.34 means a 34% yield). (1) The reactants are I[CH2:2][CH2:3][C:4]1[CH:9]=[CH:8][C:7]([CH2:10][O:11][C:12]2[CH:17]=[CH:16][CH:15]=[CH:14][CH:13]=2)=[CH:6][CH:5]=1.[CH3:18][S:19]([CH:22]([CH3:28])[C:23]([O:25][CH2:26][CH3:27])=[O:24])(=[O:21])=[O:20]. No catalyst specified. The product is [CH3:28][C:22]([S:19]([CH3:18])(=[O:20])=[O:21])([CH2:2][CH2:3][C:4]1[CH:9]=[CH:8][C:7]([CH2:10][O:11][C:12]2[CH:17]=[CH:16][CH:15]=[CH:14][CH:13]=2)=[CH:6][CH:5]=1)[C:23]([O:25][CH2:26][CH3:27])=[O:24]. The yield is 1.06. (2) The yield is 1.00. The product is [F:1][C:2]1[CH:7]=[CH:6][C:5]([F:8])=[CH:4][C:3]=1[C@H:9]1[CH2:13][CH2:12][CH2:11][N:10]1[C:14]1[CH:19]=[CH:18][N:17]2[N:20]=[CH:21][C:22]([NH:23][C:29]([N:31]3[CH2:32][CH:33]([OH:41])[CH2:35]3)=[O:30])=[C:16]2[N:15]=1. The reactants are [F:1][C:2]1[CH:7]=[CH:6][C:5]([F:8])=[CH:4][C:3]=1[C@H:9]1[CH2:13][CH2:12][CH2:11][N:10]1[C:14]1[CH:19]=[CH:18][N:17]2[N:20]=[CH:21][C:22]([NH2:23])=[C:16]2[N:15]=1.C1N=CN([C:29]([N:31]2[CH:35]=N[CH:33]=[CH:32]2)=[O:30])C=1.Cl.N1CC([OH:41])C1.CCN(C(C)C)C(C)C. The catalyst is C(Cl)Cl. (3) The reactants are [Br:1]Br.C1(P(C2C=CC=CC=2)C2C=CC=CC=2)C=CC=CC=1.N1C=CN=C1.[Si:27]([O:34][CH:35]([C:41]1([CH2:45][CH2:46][CH3:47])[CH2:44][CH2:43][CH2:42]1)[CH2:36][CH:37]=[CH:38][CH2:39]O)([C:30]([CH3:33])([CH3:32])[CH3:31])([CH3:29])[CH3:28]. The catalyst is C(Cl)Cl.CCCCCC. The product is [Br:1][CH2:39][CH:38]=[CH:37][CH2:36][CH:35]([C:41]1([CH2:45][CH2:46][CH3:47])[CH2:44][CH2:43][CH2:42]1)[O:34][Si:27]([C:30]([CH3:33])([CH3:32])[CH3:31])([CH3:29])[CH3:28]. The yield is 0.860. (4) The reactants are [S:1]1[CH:5]=[C:4]([C:6](=O)[CH3:7])[C:3]2[CH:9]=[CH:10][CH:11]=[CH:12][C:2]1=2.[NH:13]1[CH2:17][CH2:16][CH2:15][CH2:14]1. The catalyst is C1(C)C=CC=CC=1.CCCCCC.[Ti](Cl)(Cl)(Cl)Cl. The product is [S:1]1[CH:5]=[C:4]([C:6]([N:13]2[CH2:17][CH2:16][CH2:15][CH2:14]2)=[CH2:7])[C:3]2[CH:9]=[CH:10][CH:11]=[CH:12][C:2]1=2. The yield is 0.740. (5) The catalyst is C(O)(=O)C. The reactants are [N:1]1[CH:6]=[CH:5][CH:4]=[CH:3][C:2]=1[C:7](=O)[CH2:8][C:9]([C:11]1[CH:16]=[CH:15][CH:14]=[CH:13][N:12]=1)=[O:10].BrBr.C(N(CC)CC)C.[NH2:27][C:28]([NH2:30])=[S:29].C(=O)([O-])O.[Na+]. The yield is 0.510. The product is [N:12]1[CH:13]=[CH:14][CH:15]=[CH:16][C:11]=1[C:9]([C:8]1[S:29][C:28]([NH2:30])=[N:27][C:7]=1[C:2]1[CH:3]=[CH:4][CH:5]=[CH:6][N:1]=1)=[O:10]. (6) The reactants are Cl[C:2]1[N:7]=[CH:6][N:5]=[C:4]([NH:8][C:9]2[CH:14]=[CH:13][CH:12]=[C:11]([NH2:15])[N:10]=2)[CH:3]=1.[CH3:16][C:17]1[CH:18]=[C:19]([OH:23])[CH:20]=[CH:21][CH:22]=1.C([O-])([O-])=O.[K+].[K+]. The catalyst is CN(C=O)C.CCOC(C)=O. The product is [CH3:16][C:17]1[CH:18]=[C:19]([CH:20]=[CH:21][CH:22]=1)[O:23][C:2]1[N:7]=[CH:6][N:5]=[C:4]([NH:8][C:9]2[CH:14]=[CH:13][CH:12]=[C:11]([NH2:15])[N:10]=2)[CH:3]=1. The yield is 0.750. (7) The reactants are [CH2:1]([C@@:4]1([C:20]2[CH:25]=[CH:24][CH:23]=[CH:22][CH:21]=2)[O:9][C:8](=[O:10])[N:7]([C@H:11]([C:13]2[CH:18]=[CH:17][C:16](Br)=[CH:15][CH:14]=2)[CH3:12])[CH2:6][CH2:5]1)[CH:2]=[CH2:3].[NH2:26][C:27]1[N:32]=[CH:31][C:30](B(O)O)=[CH:29][CH:28]=1.C([O-])([O-])=O.[Cs+].[Cs+]. The catalyst is O1CCOCC1.Cl[Pd](Cl)([P](C1C=CC=CC=1)(C1C=CC=CC=1)C1C=CC=CC=1)[P](C1C=CC=CC=1)(C1C=CC=CC=1)C1C=CC=CC=1. The product is [CH2:1]([C@@:4]1([C:20]2[CH:25]=[CH:24][CH:23]=[CH:22][CH:21]=2)[O:9][C:8](=[O:10])[N:7]([C@H:11]([C:13]2[CH:18]=[CH:17][C:16]([C:30]3[CH:31]=[N:32][C:27]([NH2:26])=[CH:28][CH:29]=3)=[CH:15][CH:14]=2)[CH3:12])[CH2:6][CH2:5]1)[CH:2]=[CH2:3]. The yield is 0.600. (8) The reactants are [Cl:1][C:2]1[CH:10]=[C:9]2[C:5]([C:6](I)=[N:7][N:8]2[CH2:11][CH3:12])=[CH:4][CH:3]=1.C([Mg]Cl)(C)C.[CH2:19]([Sn:23]([CH2:29][CH2:30][CH2:31][CH3:32])([CH2:25][CH2:26][CH2:27][CH3:28])Cl)[CH2:20][CH2:21][CH3:22]. The catalyst is C1COCC1. The product is [Cl:1][C:2]1[CH:10]=[C:9]2[C:5]([C:6]([Sn:23]([CH2:25][CH2:26][CH2:27][CH3:28])([CH2:29][CH2:30][CH2:31][CH3:32])[CH2:19][CH2:20][CH2:21][CH3:22])=[N:7][N:8]2[CH2:11][CH3:12])=[CH:4][CH:3]=1. The yield is 0.290. (9) The reactants are Cl.[F:2][CH2:3][CH2:4][O:5][CH2:6][C:7]1[CH:12]=[CH:11][C:10]([N:13]2[CH2:18][CH2:17][NH:16][CH2:15][CH2:14]2)=[CH:9][CH:8]=1.C(N(C(C)C)CC)(C)C.Cl.[N:29]1([C:34](=N)[NH2:35])C=CC=N1. The catalyst is CN(C=O)C. The product is [F:2][CH2:3][CH2:4][O:5][CH2:6][C:7]1[CH:8]=[CH:9][C:10]([N:13]2[CH2:14][CH2:15][N:16]([C:34](=[NH:29])[NH2:35])[CH2:17][CH2:18]2)=[CH:11][CH:12]=1. The yield is 0.410.